This data is from Forward reaction prediction with 1.9M reactions from USPTO patents (1976-2016). The task is: Predict the product of the given reaction. (1) Given the reactants [CH3:1][S:2]([N:5]1[CH2:10][CH:9]=[C:8]([C:11]2[CH:12]=[C:13]3[CH2:19][C@@:18]([CH3:26])([CH:20]4[CH2:25][CH2:24][NH:23][CH2:22][CH2:21]4)[O:17][C:14]3=[CH:15][N:16]=2)[CH2:7][CH2:6]1)(=[O:4])=[O:3].Cl[C:28]1[CH:33]=[N:32][C:31]([C:34]([F:37])([F:36])[F:35])=[CH:30][N:29]=1.C(=O)([O-])[O-].[K+].[K+], predict the reaction product. The product is: [CH3:1][S:2]([N:5]1[CH2:6][CH:7]=[C:8]([C:11]2[CH:12]=[C:13]3[CH2:19][C@@:18]([CH3:26])([CH:20]4[CH2:25][CH2:24][N:23]([C:28]5[CH:33]=[N:32][C:31]([C:34]([F:37])([F:36])[F:35])=[CH:30][N:29]=5)[CH2:22][CH2:21]4)[O:17][C:14]3=[CH:15][N:16]=2)[CH2:9][CH2:10]1)(=[O:3])=[O:4]. (2) Given the reactants [CH2:1]([C:5]1[CH:10]=[CH:9][C:8]([C:11]#[C:12][C:13]2[CH:39]=[CH:38][C:16]([CH2:17][N:18]([CH2:32][CH2:33][CH2:34][CH2:35][CH2:36][CH3:37])[C:19]3[CH:31]=[CH:30][C:22]4[O:23]C(C)(C)[O:25][C:26](=[O:27])[C:21]=4[CH:20]=3)=[CH:15][CH:14]=2)=[CH:7][CH:6]=1)[CH2:2][CH2:3][CH3:4].[OH-].[Na+].[ClH:42], predict the reaction product. The product is: [ClH:42].[CH2:1]([C:5]1[CH:6]=[CH:7][C:8]([C:11]#[C:12][C:13]2[CH:39]=[CH:38][C:16]([CH2:17][N:18]([CH2:32][CH2:33][CH2:34][CH2:35][CH2:36][CH3:37])[C:19]3[CH:31]=[CH:30][C:22]([OH:23])=[C:21]([CH:20]=3)[C:26]([OH:27])=[O:25])=[CH:15][CH:14]=2)=[CH:9][CH:10]=1)[CH2:2][CH2:3][CH3:4].